This data is from Full USPTO retrosynthesis dataset with 1.9M reactions from patents (1976-2016). The task is: Predict the reactants needed to synthesize the given product. Given the product [CH3:1][NH:2][CH2:3][CH2:4][CH2:5][C:6](=[O:8])[CH2:14][CH2:15][CH2:10][CH2:11][CH2:12][CH3:13].[S:16]([C:13]1[CH:14]=[CH:15][C:10]([CH3:20])=[CH:11][CH:12]=1)([O-:19])(=[O:18])=[O:17], predict the reactants needed to synthesize it. The reactants are: [CH3:1][NH:2][CH2:3][CH2:4][CH2:5][C:6]([OH:8])=O.O.[C:10]1([CH3:20])[CH:15]=[CH:14][C:13]([S:16]([OH:19])(=[O:18])=[O:17])=[CH:12][CH:11]=1.C(O)CCCCC.